Predict which catalyst facilitates the given reaction. From a dataset of Catalyst prediction with 721,799 reactions and 888 catalyst types from USPTO. (1) Reactant: [Cl:1][C:2]1[CH:3]=[CH:4][C:5]([O:10][CH3:11])=[C:6]([CH:9]=1)[C:7]#[N:8].[CH2:12]([OH:14])[CH3:13].Cl. Product: [ClH:1].[Cl:1][C:2]1[CH:3]=[CH:4][C:5]([O:10][CH3:11])=[C:6]([CH:9]=1)[C:7](=[NH:8])[O:14][CH2:12][CH3:13]. The catalyst class is: 2. (2) Reactant: [C:1]([N:8]([CH2:10][CH2:11][CH2:12][S:13]([C:16]1[CH:17]=[C:18]([C:22]2[CH:27]=[CH:26][CH:25]=[C:24]([CH:28]3[N:32]([C:33]4[CH:38]=[CH:37][C:36]([F:39])=[CH:35][C:34]=4[F:40])[N:31]=[C:30]([C:41]([F:47])([F:46])[C:42]([F:45])([F:44])[F:43])[CH2:29]3)[CH:23]=2)[CH:19]=[CH:20][CH:21]=1)(=[O:15])=[O:14])C)(OC(C)(C)C)=O.FC(F)(F)C(O)=O. Product: [F:40][C:34]1[CH:35]=[C:36]([F:39])[CH:37]=[CH:38][C:33]=1[N:32]1[CH:28]([C:24]2[CH:23]=[C:22]([C:18]3[CH:19]=[CH:20][CH:21]=[C:16]([S:13]([CH2:12][CH2:11][CH2:10][NH:8][CH3:1])(=[O:14])=[O:15])[CH:17]=3)[CH:27]=[CH:26][CH:25]=2)[CH2:29][C:30]([C:41]([F:46])([F:47])[C:42]([F:45])([F:43])[F:44])=[N:31]1. The catalyst class is: 4. (3) Reactant: [OH-].[Na+].[NH2:3][C:4]1[CH:24]=[CH:23][C:7]([C:8]([C:10]2[N:14]3[CH:15]=[CH:16][CH:17]=[CH:18][C:13]3=[C:12]([C:19]([O:21]C)=[O:20])[N:11]=2)=[O:9])=[CH:6][C:5]=1[O:25][CH3:26].O1CCOCC1.S([O-])(O)(=O)=O.[K+]. Product: [NH2:3][C:4]1[CH:24]=[CH:23][C:7]([C:8]([C:10]2[N:14]3[CH:15]=[CH:16][CH:17]=[CH:18][C:13]3=[C:12]([C:19]([OH:21])=[O:20])[N:11]=2)=[O:9])=[CH:6][C:5]=1[O:25][CH3:26]. The catalyst class is: 5. (4) Reactant: Cl.[NH2:2][CH2:3][C:4]1[CH:12]=[CH:11][CH:10]=[C:9]2[C:5]=1[C:6](=[O:22])[N:7]([CH:14]1[CH2:19][CH2:18][C:17](=[O:20])[NH:16][C:15]1=[O:21])[C:8]2=[O:13].N12CCCN=C1CCCCC2.[F:34][C:35]1[CH:36]=[C:37]([CH2:42][C:43](O)=[O:44])[CH:38]=[CH:39][C:40]=1[CH3:41].Cl.CN(C)CCCN=C=NCC. Product: [O:21]=[C:15]1[CH:14]([N:7]2[C:6](=[O:22])[C:5]3[C:9](=[CH:10][CH:11]=[CH:12][C:4]=3[CH2:3][NH:2][C:43](=[O:44])[CH2:42][C:37]3[CH:38]=[CH:39][C:40]([CH3:41])=[C:35]([F:34])[CH:36]=3)[C:8]2=[O:13])[CH2:19][CH2:18][C:17](=[O:20])[NH:16]1. The catalyst class is: 10. (5) Reactant: [CH2:1]([N:8]1[CH2:13][CH2:12][C:11]([OH:16])([C:14]#N)[CH2:10][CH2:9]1)[C:2]1[CH:7]=[CH:6][CH:5]=[CH:4][CH:3]=1.[C:17](OCC)(=[O:19])C.CCCCCC.C[OH:30]. Product: [CH2:1]([N:8]1[CH2:13][CH2:12][C:11]([OH:16])([C:14]([O:19][CH3:17])=[O:30])[CH2:10][CH2:9]1)[C:2]1[CH:7]=[CH:6][CH:5]=[CH:4][CH:3]=1. The catalyst class is: 33. (6) The catalyst class is: 27. Reactant: [C:1]1([C@:7]23[NH:14][C@H:11]([CH2:12][CH2:13]2)[CH2:10][CH2:9][C@H:8]3[O:15][Si:16]([CH2:21][CH3:22])([CH2:19][CH3:20])[CH2:17][CH3:18])[CH:6]=[CH:5][CH:4]=[CH:3][CH:2]=1.[CH2:23](Br)[C:24]1[CH:29]=[CH:28][CH:27]=[CH:26][CH:25]=1.C(=O)([O-])[O-].[K+].[K+].CN(C)C=O. Product: [CH2:23]([N:14]1[C@@H:11]2[CH2:12][CH2:13][C@@:7]1([C:1]1[CH:2]=[CH:3][CH:4]=[CH:5][CH:6]=1)[C@H:8]([O:15][Si:16]([CH2:19][CH3:20])([CH2:21][CH3:22])[CH2:17][CH3:18])[CH2:9][CH2:10]2)[C:24]1[CH:29]=[CH:28][CH:27]=[CH:26][CH:25]=1.